Dataset: Full USPTO retrosynthesis dataset with 1.9M reactions from patents (1976-2016). Task: Predict the reactants needed to synthesize the given product. (1) The reactants are: [Na].[O:2]1[CH:6]=[CH:5][CH:4]=[C:3]1[C:7](=O)/[CH:8]=[C:9](/[O:12][CH:13]([CH3:15])[CH3:14])\SC.[C:17]([CH2:19][C:20]([NH2:22])=[O:21])#[N:18]. Given the product [O:2]1[CH:6]=[CH:5][CH:4]=[C:3]1[C:7]1[NH:22][C:20](=[O:21])[C:19]([C:17]#[N:18])=[C:9]([O:12][CH:13]([CH3:15])[CH3:14])[CH:8]=1, predict the reactants needed to synthesize it. (2) Given the product [ClH:27].[F:26][C:23]([F:24])([F:25])[C:19]1[CH:18]=[C:17]([CH:22]=[CH:21][CH:20]=1)[CH2:16][O:15][N:14]=[C:11]1[CH2:12][CH2:13][NH:8][CH2:9][CH2:10]1, predict the reactants needed to synthesize it. The reactants are: C(OC([N:8]1[CH2:13][CH2:12][C:11](=[N:14][O:15][CH2:16][C:17]2[CH:22]=[CH:21][CH:20]=[C:19]([C:23]([F:26])([F:25])[F:24])[CH:18]=2)[CH2:10][CH2:9]1)=O)(C)(C)C.[ClH:27]. (3) The reactants are: [C:1]1([S:7]([C:10]2[CH:15]=[CH:14][C:13](Cl)=[CH:12][CH:11]=2)(=[O:9])=[O:8])[CH:6]=[CH:5][CH:4]=[CH:3][CH:2]=1.O.[NH2:18][NH2:19]. Given the product [C:1]1([S:7]([C:10]2[CH:15]=[CH:14][C:13]([NH:18][NH2:19])=[CH:12][CH:11]=2)(=[O:9])=[O:8])[CH:6]=[CH:5][CH:4]=[CH:3][CH:2]=1, predict the reactants needed to synthesize it. (4) Given the product [CH:66]1([CH2:65][NH:64][C:2]2[CH:11]=[C:10]3[C:5]([C:6]([N:13]4[CH2:17][CH2:16][CH2:15][CH2:14]4)=[CH:7][C:8]([CH3:12])=[N:9]3)=[CH:4][CH:3]=2)[CH2:68][CH2:67]1, predict the reactants needed to synthesize it. The reactants are: I[C:2]1[CH:11]=[C:10]2[C:5]([C:6]([N:13]3[CH2:17][CH2:16][CH2:15][CH2:14]3)=[CH:7][C:8]([CH3:12])=[N:9]2)=[CH:4][CH:3]=1.C1C=CC(P(C2C(C3C(P(C4C=CC=CC=4)C4C=CC=CC=4)=CC=C4C=3C=CC=C4)=C3C(C=CC=C3)=CC=2)C2C=CC=CC=2)=CC=1.[NH2:64][CH2:65][CH:66]1[CH2:68][CH2:67]1. (5) The reactants are: [CH3:1][C:2]([O:5][C:6]([NH:8][C@H:9]([C:21]([O:23][CH2:24][C:25]1[CH:30]=[CH:29][CH:28]=[CH:27][CH:26]=1)=[O:22])[CH2:10][C:11]([O:13]N1C(=O)CCC1=O)=O)=[O:7])([CH3:4])[CH3:3].[NH2:31][CH2:32][C@@H:33]([C@H:35]([C@@H:37]([C@@H:39]([CH2:41][OH:42])[OH:40])[OH:38])[OH:36])[OH:34].C(N(CC)CC)C. Given the product [C:2]([O:5][C:6]([NH:8][CH:9]([CH2:10][C:11](=[O:13])[NH:31][CH2:32][CH:33]([OH:34])[CH:35]([OH:36])[CH:37]([OH:38])[CH:39]([OH:40])[CH2:41][OH:42])[C:21]([O:23][CH2:24][C:25]1[CH:26]=[CH:27][CH:28]=[CH:29][CH:30]=1)=[O:22])=[O:7])([CH3:1])([CH3:3])[CH3:4], predict the reactants needed to synthesize it.